Dataset: Full USPTO retrosynthesis dataset with 1.9M reactions from patents (1976-2016). Task: Predict the reactants needed to synthesize the given product. (1) Given the product [CH3:17][O:16][CH2:15][CH2:14][O:1][C:2]1[CH:10]=[CH:9][C:5]([C:6]([OH:8])=[O:7])=[CH:4][CH:3]=1, predict the reactants needed to synthesize it. The reactants are: [OH:1][C:2]1[CH:10]=[CH:9][C:5]([C:6]([OH:8])=[O:7])=[CH:4][CH:3]=1.[OH-].[K+].Br[CH2:14][CH2:15][O:16][CH3:17].[I-].[K+]. (2) The reactants are: O=C=[N:3]C1CC(C)(C)CC(C)(CN=C=O)C1.COC1C=CC(O)=CC=1.[C:26]([O-:39])(=[O:38])[CH2:27][CH2:28]CCCCCCCCC.[C:26]([O-:39])(=[O:38])[CH2:27][CH2:28]CCCCCCCCC.C([Sn+2]CCCC)CCC.[C:63]([O:67][CH2:68][CH2:69]O)(=[O:66])C=C. Given the product [C:26]([OH:39])(=[O:38])[CH:27]=[CH2:28].[NH2:3][C:63]([O:67][CH2:68][CH3:69])=[O:66], predict the reactants needed to synthesize it. (3) Given the product [C:33]([C:30]([C:26]1[CH:25]=[C:24]([CH:29]=[CH:28][CH:27]=1)[C:23]([NH:22][C:18]1[CH:19]=[CH:20][CH:21]=[C:16]([N:15]([C:10]2[N:11]=[CH:12][C:13]3[N:14]=[C:6]([NH:5][C:3](=[O:4])[CH2:2][N:44]4[CH2:49][CH2:48][S:47](=[O:51])(=[O:50])[CH2:46][CH2:45]4)[S:7][C:8]=3[N:9]=2)[CH3:36])[CH:17]=1)=[O:35])([CH3:32])[CH3:31])#[N:34], predict the reactants needed to synthesize it. The reactants are: Cl[CH2:2][C:3]([NH:5][C:6]1[S:7][C:8]2[N:9]=[C:10]([N:15]([CH3:36])[C:16]3[CH:17]=[C:18]([NH:22][C:23](=[O:35])[C:24]4[CH:29]=[CH:28][CH:27]=[C:26]([C:30]([C:33]#[N:34])([CH3:32])[CH3:31])[CH:25]=4)[CH:19]=[CH:20][CH:21]=3)[N:11]=[CH:12][C:13]=2[N:14]=1)=[O:4].C(N(CC)CC)C.[NH:44]1[CH2:49][CH2:48][S:47](=[O:51])(=[O:50])[CH2:46][CH2:45]1.C(=O)([O-])O.[Na+]. (4) The reactants are: [H-].[Na+].[CH2:3]([OH:7])[C:4]#[C:5][CH3:6].Cl[C:9]1[CH:14]=[C:13]([CH:15]([CH3:22])[C:16]2[CH:21]=[CH:20][CH:19]=[CH:18][CH:17]=2)[N:12]=[CH:11][N:10]=1.[Cl-].[NH4+]. Given the product [CH2:3]([O:7][C:9]1[CH:14]=[C:13]([CH:15]([CH3:22])[C:16]2[CH:17]=[CH:18][CH:19]=[CH:20][CH:21]=2)[N:12]=[CH:11][N:10]=1)[C:4]#[C:5][CH3:6], predict the reactants needed to synthesize it. (5) The reactants are: [Cl:1][C:2]1[CH:7]=[CH:6][C:5]([C:8]2[S:17][C:11]3[C:12](=[O:16])[NH:13][N:14]=[CH:15][C:10]=3[CH:9]=2)=[CH:4][CH:3]=1.Br[C:19]1[N:24]=[CH:23][C:22]([N:25]2[CH2:29][CH2:28][C@@H:27]([OH:30])[CH2:26]2)=[CH:21][CH:20]=1.CN[C@@H]1CCCC[C@H]1NC.[O-]P([O-])([O-])=O.[K+].[K+].[K+].N#N. Given the product [Cl:1][C:2]1[CH:3]=[CH:4][C:5]([C:8]2[S:17][C:11]3[C:12](=[O:16])[N:13]([C:19]4[CH:20]=[CH:21][C:22]([N:25]5[CH2:29][CH2:28][C@@H:27]([OH:30])[CH2:26]5)=[CH:23][N:24]=4)[N:14]=[CH:15][C:10]=3[CH:9]=2)=[CH:6][CH:7]=1, predict the reactants needed to synthesize it.